This data is from Reaction yield outcomes from USPTO patents with 853,638 reactions. The task is: Predict the reaction yield, written as a fraction of the theoretical maximum amount of product (1.0 means a 100% yield; for example, 0.34 means a 34% yield). (1) The reactants are [C:1]([O:5][C:6]([N:8]1[CH2:13][CH2:12][N:11]([C:14]2[N:19]=[CH:18][C:17]([C:20]3[N:25]4[CH:26]=[C:27]([C:29]([O:31][CH2:32][CH3:33])=[O:30])[N:28]=[C:24]4[C:23]([C:34]4[CH2:35][CH2:36][O:37][CH2:38][CH:39]=4)=[N:22][CH:21]=3)=[CH:16][CH:15]=2)[CH2:10][CH2:9]1)=[O:7])([CH3:4])([CH3:3])[CH3:2]. The catalyst is CO.[Pd]. The product is [C:1]([O:5][C:6]([N:8]1[CH2:13][CH2:12][N:11]([C:14]2[N:19]=[CH:18][C:17]([C:20]3[N:25]4[CH:26]=[C:27]([C:29]([O:31][CH2:32][CH3:33])=[O:30])[N:28]=[C:24]4[C:23]([CH:34]4[CH2:39][CH2:38][O:37][CH2:36][CH2:35]4)=[N:22][CH:21]=3)=[CH:16][CH:15]=2)[CH2:10][CH2:9]1)=[O:7])([CH3:2])([CH3:3])[CH3:4]. The yield is 0.990. (2) The reactants are [CH2:1]([NH:8][NH:9][CH2:10][C:11]1[CH:16]=[CH:15][CH:14]=[CH:13][CH:12]=1)[C:2]1[CH:7]=[CH:6][CH:5]=[CH:4][CH:3]=1.C1COCC1.Br[CH2:23][C:24]([O:26]CC)=[O:25]. The catalyst is CCCC[N+](CCCC)(CCCC)CCCC.[I-].CCN(CC)CC. The product is [NH2:8][CH2:23][C:24]([OH:26])=[O:25].[CH2:1]([NH:8][NH:9][CH2:10][C:11]1[CH:16]=[CH:15][CH:14]=[CH:13][CH:12]=1)[C:2]1[CH:3]=[CH:4][CH:5]=[CH:6][CH:7]=1. The yield is 0.970. (3) The reactants are [C:1]([C:3]1([C:6]2[CH:7]=[C:8]([CH2:21][CH2:22][CH2:23][NH:24][C:25](=[O:31])[O:26][C:27]([CH3:30])([CH3:29])[CH3:28])[CH:9]=[C:10](B3OC(C)(C)C(C)(C)O3)[CH:11]=2)[CH2:5][CH2:4]1)#[N:2].I[C:33]1[CH:38]=[CH:37][N:36]=[C:35]2[N:39]([C:46]([C:59]3[CH:64]=[CH:63][CH:62]=[CH:61][CH:60]=3)([C:53]3[CH:58]=[CH:57][CH:56]=[CH:55][CH:54]=3)[C:47]3[CH:52]=[CH:51][CH:50]=[CH:49][CH:48]=3)[N:40]=[C:41]([C:42]([F:45])([F:44])[F:43])[C:34]=12.C(=O)([O-])[O-].[Na+].[Na+].O. The catalyst is O1CCOCC1.CC(C)([P](C(C)(C)C)([Pd][P](C(C)(C)C)(C(C)(C)C)C(C)(C)C)C(C)(C)C)C.C(OCC)(=O)C. The product is [C:1]([C:3]1([C:6]2[CH:7]=[C:8]([CH2:21][CH2:22][CH2:23][NH:24][C:25](=[O:31])[O:26][C:27]([CH3:29])([CH3:28])[CH3:30])[CH:9]=[C:10]([C:33]3[CH:38]=[CH:37][N:36]=[C:35]4[N:39]([C:46]([C:47]5[CH:48]=[CH:49][CH:50]=[CH:51][CH:52]=5)([C:53]5[CH:54]=[CH:55][CH:56]=[CH:57][CH:58]=5)[C:59]5[CH:60]=[CH:61][CH:62]=[CH:63][CH:64]=5)[N:40]=[C:41]([C:42]([F:44])([F:45])[F:43])[C:34]=34)[CH:11]=2)[CH2:4][CH2:5]1)#[N:2]. The yield is 0.840. (4) The reactants are [H-].[Al+3].[Li+].[H-].[H-].[H-].[CH3:7][N:8]1[C:16]2[C:11](=[CH:12][C:13]([C:17](OCC)=[O:18])=[CH:14][CH:15]=2)[CH:10]=[N:9]1.C(OCC)(=O)C. The yield is 0.660. The catalyst is O1CCCC1.C(=O)(O)[O-].[Na+]. The product is [CH3:7][N:8]1[C:16]2[C:11](=[CH:12][C:13]([CH2:17][OH:18])=[CH:14][CH:15]=2)[CH:10]=[N:9]1. (5) The reactants are [CH3:1][C:2]([CH3:35])([CH3:34])[CH2:3][CH2:4][C@:5]1([CH3:33])[C:14]2[C:9](=[CH:10][CH:11]=[CH:12][CH:13]=2)[C:8]([OH:15])=[C:7]([C:16]2[NH:21][C:20]3[S:22][CH:23]=[C:24]([CH2:25][O:26]COC)[C:19]=3[S:18](=[O:31])(=[O:30])[N:17]=2)[C:6]1=[O:32].Cl. The catalyst is O1CCOCC1. The product is [CH3:1][C:2]([CH3:35])([CH3:34])[CH2:3][CH2:4][C@:5]1([CH3:33])[C:14]2[C:9](=[CH:10][CH:11]=[CH:12][CH:13]=2)[C:8]([OH:15])=[C:7]([C:16]2[NH:21][C:20]3[S:22][CH:23]=[C:24]([CH2:25][OH:26])[C:19]=3[S:18](=[O:31])(=[O:30])[N:17]=2)[C:6]1=[O:32]. The yield is 1.00. (6) The reactants are [Br:1][C:2]1[CH:3]=[CH:4][C:5]([Cl:18])=[C:6]([CH:17]=1)[CH2:7][C:8]1[CH:13]=[CH:12][C:11]([CH2:14][CH2:15][OH:16])=[CH:10][CH:9]=1.[CH2:19](Br)[CH:20]=[CH2:21].[OH-].[K+]. The catalyst is [I-].C([N+](CCCC)(CCCC)CCCC)CCC.O. The product is [CH2:21]([O:16][CH2:15][CH2:14][C:11]1[CH:12]=[CH:13][C:8]([CH2:7][C:6]2[CH:17]=[C:2]([Br:1])[CH:3]=[CH:4][C:5]=2[Cl:18])=[CH:9][CH:10]=1)[CH:20]=[CH2:19]. The yield is 0.890. (7) The reactants are C([O:4][C:5]1[CH:10]=[CH:9][C:8]([CH2:11][S:12]([CH2:14][CH2:15][N:16]2[CH:20]=[CH:19][N:18]=[N:17]2)=[O:13])=[CH:7][CH:6]=1)C=C.CN1C(=O)CC(=O)N(C)C1=O. The catalyst is ClCCl.C1C=CC([P]([Pd]([P](C2C=CC=CC=2)(C2C=CC=CC=2)C2C=CC=CC=2)([P](C2C=CC=CC=2)(C2C=CC=CC=2)C2C=CC=CC=2)[P](C2C=CC=CC=2)(C2C=CC=CC=2)C2C=CC=CC=2)(C2C=CC=CC=2)C2C=CC=CC=2)=CC=1. The product is [N:16]1([CH2:15][CH2:14][S:12]([CH2:11][C:8]2[CH:7]=[CH:6][C:5]([OH:4])=[CH:10][CH:9]=2)=[O:13])[CH:20]=[CH:19][N:18]=[N:17]1. The yield is 0.970. (8) No catalyst specified. The reactants are N1C2C=CC(C(O)=O)=CC=2N=C1.C[C@@]12C3C=CC=CC=3CC[C@@H]1NCCC2.C[C@]12C3C=CC=CC=3CC[C@@H]1NCCC2.[NH:43]1[C:47]2[CH:48]=[CH:49][C:50]([C:52]([N:54]3[C@@H:63]4[C@@:58]([CH3:68])([C:59]5[CH:67]=[CH:66][CH:65]=[CH:64][C:60]=5[CH2:61][CH2:62]4)[CH2:57][CH2:56][CH2:55]3)=[O:53])=[CH:51][C:46]=2[N:45]=[CH:44]1. The yield is 0.150. The product is [NH:43]1[C:47]2[CH:48]=[CH:49][C:50]([C:52]([N:54]3[C@@H:63]4[C@:58]([CH3:68])([C:59]5[CH:67]=[CH:66][CH:65]=[CH:64][C:60]=5[CH2:61][CH2:62]4)[CH2:57][CH2:56][CH2:55]3)=[O:53])=[CH:51][C:46]=2[N:45]=[CH:44]1. (9) The reactants are Br[C:2]1[CH:11]=[CH:10][C:5]([C:6]([O:8][CH3:9])=[O:7])=[CH:4][N:3]=1.[F-].[Cs+].[F:14][C:15]([F:37])([F:36])[C:16]([N:18]([C@@H:27]1[CH2:29][C@H:28]1[C:30]1[CH:35]=[CH:34][CH:33]=[CH:32][CH:31]=1)[CH2:19][CH2:20][CH:21]1[CH2:26][CH2:25][NH:24][CH2:23][CH2:22]1)=[O:17].FC(F)(F)C([O-])=O. The catalyst is CN(C)C(=O)C.O. The product is [F:37][C:15]([F:14])([F:36])[C:16]([N:18]([CH2:19][CH2:20][CH:21]1[CH2:26][CH2:25][N:24]([C:2]2[CH:11]=[CH:10][C:5]([C:6]([O:8][CH3:9])=[O:7])=[CH:4][N:3]=2)[CH2:23][CH2:22]1)[C@@H:27]1[CH2:29][C@H:28]1[C:30]1[CH:35]=[CH:34][CH:33]=[CH:32][CH:31]=1)=[O:17]. The yield is 0.273. (10) The reactants are [F:1][C:2]1[CH:7]=[CH:6][C:5]([CH:8]([OH:25])[CH2:9][O:10][C:11]2[CH:24]=[CH:23][C:14]([CH2:15][CH:16]3[S:20][C:19](=[O:21])[NH:18][C:17]3=[O:22])=[CH:13][CH:12]=2)=[CH:4][CH:3]=1.CS(C)=O.O=P12OP3(OP(OP(O3)(O1)=O)(=O)O2)=O.C(N(CC)CC)C. The catalyst is C(Cl)Cl. The product is [F:1][C:2]1[CH:3]=[CH:4][C:5]([C:8](=[O:25])[CH2:9][O:10][C:11]2[CH:24]=[CH:23][C:14]([CH2:15][CH:16]3[S:20][C:19](=[O:21])[NH:18][C:17]3=[O:22])=[CH:13][CH:12]=2)=[CH:6][CH:7]=1. The yield is 0.480.